Dataset: KCNQ2 potassium channel screen with 302,405 compounds. Task: Binary Classification. Given a drug SMILES string, predict its activity (active/inactive) in a high-throughput screening assay against a specified biological target. (1) The molecule is Clc1cc(NC(=S)N2CCN(CC2)c2ncccc2)ccc1F. The result is 0 (inactive). (2) The molecule is Clc1c(c(c(OCCOCCNC(CC)C)cc1)C)C. The result is 0 (inactive).